The task is: Predict the reaction yield, written as a fraction of the theoretical maximum amount of product (1.0 means a 100% yield; for example, 0.34 means a 34% yield).. This data is from Reaction yield outcomes from USPTO patents with 853,638 reactions. (1) The reactants are [CH3:1][C@H:2]([O:6][C:7]1[CH:8]=[C:9]([C:21]([NH:23][C:24]2[CH:28]=[CH:27][N:26]([C:29]([O:31][C:32]([CH3:35])([CH3:34])[CH3:33])=[O:30])[N:25]=2)=[O:22])[CH:10]=[C:11]([O:13]CC2C=CC=CC=2)[CH:12]=1)[CH2:3][O:4][CH3:5]. The catalyst is C1COCC1.C(O)C. The product is [OH:13][C:11]1[CH:10]=[C:9]([C:21]([NH:23][C:24]2[CH:28]=[CH:27][N:26]([C:29]([O:31][C:32]([CH3:33])([CH3:35])[CH3:34])=[O:30])[N:25]=2)=[O:22])[CH:8]=[C:7]([O:6][C@@H:2]([CH3:1])[CH2:3][O:4][CH3:5])[CH:12]=1. The yield is 0.970. (2) The reactants are [C:1]([NH:4][C:5]1[CH:10]=[CH:9][C:8]([S:11](Cl)(=[O:13])=[O:12])=[CH:7][CH:6]=1)(=[O:3])[CH3:2].[NH2:15][C:16]1[S:20][C:19]([CH2:21][C:22]([O:24][CH2:25][CH3:26])=[O:23])=[N:18][N:17]=1.Cl. The catalyst is N1C=CC=CC=1. The product is [C:1]([NH:4][C:5]1[CH:10]=[CH:9][C:8]([S:11]([NH:15][C:16]2[S:20][C:19]([CH2:21][C:22]([O:24][CH2:25][CH3:26])=[O:23])=[N:18][N:17]=2)(=[O:13])=[O:12])=[CH:7][CH:6]=1)(=[O:3])[CH3:2]. The yield is 0.760. (3) The reactants are Br[CH2:2][C:3]([C:5]1[CH:10]=[CH:9][C:8]([F:11])=[CH:7][C:6]=1[F:12])=O.[Cl:13][C:14]1[C:15]([NH2:20])=[N:16][CH:17]=[CH:18][N:19]=1. The catalyst is C(#N)C.CC(O)C. The product is [Cl:13][C:14]1[C:15]2[N:16]([CH:2]=[C:3]([C:5]3[CH:10]=[CH:9][C:8]([F:11])=[CH:7][C:6]=3[F:12])[N:20]=2)[CH:17]=[CH:18][N:19]=1. The yield is 0.570. (4) The reactants are [H-].[Na+].[CH2:3]([O:6][C:7]1[CH:8]=[C:9]([O:15][S:16]([C:19]([F:22])([F:21])[F:20])(=[O:18])=[O:17])[CH:10]=[CH:11][C:12]=1[CH:13]=O)[CH:4]=[CH2:5].[CH2:23]1COCC1. The catalyst is [Br-].C[P+](C1C=CC=CC=1)(C1C=CC=CC=1)C1C=CC=CC=1.CCCCCC. The product is [CH2:3]([O:6][C:7]1[CH:8]=[C:9]([O:15][S:16]([C:19]([F:22])([F:21])[F:20])(=[O:18])=[O:17])[CH:10]=[CH:11][C:12]=1[CH:13]=[CH2:23])[CH:4]=[CH2:5]. The yield is 0.530. (5) The reactants are [H-].[Na+].Cl[CH2:4][C@:5]([C:10]1[CH:15]=[CH:14][C:13]([F:16])=[CH:12][C:11]=1[F:17])([OH:9])[C@H:6](O)[CH3:7].C1(C)C=CC(S([N:27]2[CH:31]=[N:30][CH:29]=[N:28]2)(=O)=O)=CC=1.N1C=CN=N1. The catalyst is CN(C=O)C.O. The product is [F:17][C:11]1[CH:12]=[C:13]([F:16])[CH:14]=[CH:15][C:10]=1[C@@:5]1([CH2:4][N:27]2[CH:31]=[N:30][CH:29]=[N:28]2)[C@H:6]([CH3:7])[O:9]1. The yield is 0.430. (6) The reactants are [OH:1][C:2]([CH3:34])([CH3:33])[CH2:3][C@@:4]1([C:27]2[CH:32]=[CH:31][CH:30]=[CH:29][CH:28]=2)[O:8][C:7](=[O:9])[N:6]([C@H:10]([C:12]2[CH:17]=[CH:16][C:15](B3OC(C)(C)C(C)(C)O3)=[CH:14][CH:13]=2)[CH3:11])[CH2:5]1.I[C:36]1[CH:41]=[CH:40][N:39]([CH3:42])[C:38](=[O:43])[CH:37]=1.C([O-])([O-])=O.[Cs+].[Cs+].O. The catalyst is O1CCOCC1.Cl[Pd](Cl)([P](C1C=CC=CC=1)(C1C=CC=CC=1)C1C=CC=CC=1)[P](C1C=CC=CC=1)(C1C=CC=CC=1)C1C=CC=CC=1. The product is [OH:1][C:2]([CH3:34])([CH3:33])[CH2:3][C@@:4]1([C:27]2[CH:28]=[CH:29][CH:30]=[CH:31][CH:32]=2)[O:8][C:7](=[O:9])[N:6]([C@H:10]([C:12]2[CH:17]=[CH:16][C:15]([C:36]3[CH:41]=[CH:40][N:39]([CH3:42])[C:38](=[O:43])[CH:37]=3)=[CH:14][CH:13]=2)[CH3:11])[CH2:5]1. The yield is 0.560.